This data is from Full USPTO retrosynthesis dataset with 1.9M reactions from patents (1976-2016). The task is: Predict the reactants needed to synthesize the given product. (1) The reactants are: [CH3:1][O:2][C:3]([C@H:5]1[CH2:9][C@H:8]([S:10]([C:13]2[CH:18]=[CH:17][C:16](Br)=[CH:15][C:14]=2[C:20]([F:23])([F:22])[F:21])(=[O:12])=[O:11])[CH2:7][C@@H:6]1[O:24][CH3:25])=[O:4].[N-:26]=[N+:27]=[N-:28].[Na+].O. Given the product [CH3:1][O:2][C:3]([C@H:5]1[CH2:9][C@H:8]([S:10]([C:13]2[CH:18]=[CH:17][C:16]([N:26]=[N+:27]=[N-:28])=[CH:15][C:14]=2[C:20]([F:23])([F:22])[F:21])(=[O:12])=[O:11])[CH2:7][C@@H:6]1[O:24][CH3:25])=[O:4], predict the reactants needed to synthesize it. (2) Given the product [C:14]([O:13][C:11]([CH2:10][CH2:9][N:8]([S:18]([C:21]1[CH:26]=[CH:25][CH:24]=[CH:23][C:22]=1[N+:27]([O-:29])=[O:28])(=[O:20])=[O:19])[CH2:7][CH2:6][O:5][C:37]1[CH:38]=[C:39]([C:48]([O:50][CH2:51][CH3:52])=[O:49])[N:40]=[C:41]([C:43]([O:45][CH2:46][CH3:47])=[O:44])[CH:42]=1)=[O:12])([CH3:17])([CH3:16])[CH3:15], predict the reactants needed to synthesize it. The reactants are: CS([O:5][CH2:6][CH2:7][N:8]([S:18]([C:21]1[CH:26]=[CH:25][CH:24]=[CH:23][C:22]=1[N+:27]([O-:29])=[O:28])(=[O:20])=[O:19])[CH2:9][CH2:10][C:11]([O:13][C:14]([CH3:17])([CH3:16])[CH3:15])=[O:12])(=O)=O.C([O-])([O-])=O.[K+].[K+].O[C:37]1[CH:42]=[C:41]([C:43]([O:45][CH2:46][CH3:47])=[O:44])[N:40]=[C:39]([C:48]([O:50][CH2:51][CH3:52])=[O:49])[CH:38]=1.